This data is from Retrosynthesis with 50K atom-mapped reactions and 10 reaction types from USPTO. The task is: Predict the reactants needed to synthesize the given product. (1) Given the product O=C(O)Cc1nc(-c2ccccc2)oc1-c1ccsc1, predict the reactants needed to synthesize it. The reactants are: CCOC(=O)Cc1nc(-c2ccccc2)oc1-c1ccsc1. (2) Given the product Nc1ccc2cc(-c3ccccc3C(=O)N3CCC(F)CC3)ccc2n1, predict the reactants needed to synthesize it. The reactants are: FC1CCNCC1.Nc1ccc2cc(-c3ccccc3C(=O)O)ccc2n1. (3) Given the product CCCC(CC(O)(C=Nc1cc(F)cc2nc(C)ncc12)C(F)(F)F)c1cccc(F)c1OC, predict the reactants needed to synthesize it. The reactants are: CCCC(CC(O)(C=O)C(F)(F)F)c1cccc(F)c1OC.Cc1ncc2c(N)cc(F)cc2n1. (4) Given the product C[C@H](c1ccccc1)N(CC(=O)OC(C)(C)C)S(=O)(=O)c1ccc2c(Cl)cnc(NC(=N)N)c2c1, predict the reactants needed to synthesize it. The reactants are: C[C@H](c1ccccc1)N(CC(=O)OC(C)(C)C)S(=O)(=O)c1ccc2c(Cl)cnc(Cl)c2c1.N=C(N)N. (5) The reactants are: CC(C)(C)OC(=O)OC(=O)OC(C)(C)C.C[C@@H]1OC(=O)[C@@H](NC(=O)OC(C)(C)C)CCC[C@H](OCc2ccccc2)[C@H]1OCc1ccccc1. Given the product C[C@@H]1OC(=O)[C@@H](N(C(=O)OC(C)(C)C)C(=O)OC(C)(C)C)CCC[C@H](OCc2ccccc2)[C@H]1OCc1ccccc1, predict the reactants needed to synthesize it. (6) The reactants are: COc1c(C(C)N)cc(Cl)c(C)c1Br.O=C(Cl)OCc1ccccc1. Given the product COc1c(C(C)NC(=O)OCc2ccccc2)cc(Cl)c(C)c1Br, predict the reactants needed to synthesize it. (7) Given the product c1ccc2nc(N[C@H]3C[C@H](n4cnc5c(N6CCOCC6)ncnc54)C3)ncc2c1, predict the reactants needed to synthesize it. The reactants are: C1COCCN1.Clc1ncnc2c1ncn2[C@H]1C[C@H](Nc2ncc3ccccc3n2)C1. (8) Given the product COc1cc(C#N)ccc1NC(=O)C1NC(CC(C)(C)C)C2(C(=O)Nc3cc(Cl)cc(F)c32)C1c1cccc(Cl)c1F, predict the reactants needed to synthesize it. The reactants are: CC(C)(C)CC1NC(C(=O)O)C(c2cccc(Cl)c2F)C12C(=O)Nc1cc(Cl)cc(F)c12.COc1cc(C#N)ccc1N.